From a dataset of Full USPTO retrosynthesis dataset with 1.9M reactions from patents (1976-2016). Predict the reactants needed to synthesize the given product. (1) Given the product [CH3:1][O:2][CH2:3][CH2:4][O:5][C:6]1[CH:7]=[C:8]2[C:12](=[C:13]([N:15]([CH3:25])[S:16]([C:19]3[N:20]([CH3:24])[CH:21]=[CH:22][N:23]=3)(=[O:18])=[O:17])[CH:14]=1)[NH:11][C:10]([C:26]([OH:28])=[O:27])=[CH:9]2, predict the reactants needed to synthesize it. The reactants are: [CH3:1][O:2][CH2:3][CH2:4][O:5][C:6]1[CH:7]=[C:8]2[C:12](=[C:13]([N:15]([CH3:25])[S:16]([C:19]3[N:20]([CH3:24])[CH:21]=[CH:22][N:23]=3)(=[O:18])=[O:17])[CH:14]=1)[NH:11][C:10]([C:26]([O:28]CC)=[O:27])=[CH:9]2.Cl. (2) Given the product [Cl:14][C:15]1[CH:35]=[CH:34][C:33]([O:36][C@H:37]([CH2:42][CH3:43])[C:38]([O:40][CH3:41])=[O:39])=[CH:32][C:16]=1[CH2:17][N:18]1[C:26]2[C:21](=[CH:22][C:23]([C:27](=[O:28])[NH:13][C@H:11]([C:7]3[CH:8]=[CH:9][CH:10]=[C:5]([CH:2]([CH3:4])[CH3:3])[CH:6]=3)[CH3:12])=[CH:24][CH:25]=2)[C:20]([CH3:30])=[C:19]1[CH3:31], predict the reactants needed to synthesize it. The reactants are: Cl.[CH:2]([C:5]1[CH:6]=[C:7]([C@@H:11]([NH2:13])[CH3:12])[CH:8]=[CH:9][CH:10]=1)([CH3:4])[CH3:3].[Cl:14][C:15]1[CH:35]=[CH:34][C:33]([O:36][C@H:37]([CH2:42][CH3:43])[C:38]([O:40][CH3:41])=[O:39])=[CH:32][C:16]=1[CH2:17][N:18]1[C:26]2[C:21](=[CH:22][C:23]([C:27](O)=[O:28])=[CH:24][CH:25]=2)[C:20]([CH3:30])=[C:19]1[CH3:31]. (3) Given the product [NH2:1][C:2]1[CH:10]=[CH:9][C:8]([O:11][CH3:12])=[CH:7][C:3]=1[CH2:4][OH:5], predict the reactants needed to synthesize it. The reactants are: [NH2:1][C:2]1[CH:10]=[CH:9][C:8]([O:11][CH3:12])=[CH:7][C:3]=1[C:4](O)=[O:5].[H-].[Al+3].[Li+].[H-].[H-].[H-].O.[OH-].[Na+]. (4) Given the product [C:1]([O:4][CH2:5][CH2:6][CH2:7][N:8]1[C:13](=[O:14])[C:12]([N+:15]([O-:17])=[O:16])=[C:11](/[CH:18]=[CH:25]/[C:24]2[CH:27]=[CH:28][CH:29]=[C:22]([Cl:21])[CH:23]=2)[N:10]([CH3:19])[C:9]1=[O:20])(=[O:3])[CH3:2], predict the reactants needed to synthesize it. The reactants are: [C:1]([O:4][CH2:5][CH2:6][CH2:7][N:8]1[C:13](=[O:14])[C:12]([N+:15]([O-:17])=[O:16])=[C:11]([CH3:18])[N:10]([CH3:19])[C:9]1=[O:20])(=[O:3])[CH3:2].[Cl:21][C:22]1[CH:23]=[C:24]([CH:27]=[CH:28][CH:29]=1)[CH:25]=O.C([O-])(=O)C.[Na+]. (5) Given the product [OH:48][CH2:49][CH2:50][NH:1][C@:2]12[CH2:37][CH2:36][C@@H:35]([C:38]([CH3:40])=[CH2:39])[C@@H:3]1[C@@H:4]1[C@@:17]([CH3:20])([CH2:18][CH2:19]2)[C@@:16]2([CH3:21])[C@@H:7]([C@:8]3([CH3:34])[C@@H:13]([CH2:14][CH2:15]2)[C:12]([CH3:22])([CH3:23])[C:11]([C:24]2[CH:33]=[CH:32][C:27]([C:28]([OH:30])=[O:29])=[CH:26][CH:25]=2)=[CH:10][CH2:9]3)[CH2:6][CH2:5]1, predict the reactants needed to synthesize it. The reactants are: [NH2:1][C@:2]12[CH2:37][CH2:36][C@@H:35]([C:38]([CH3:40])=[CH2:39])[C@@H:3]1[C@@H:4]1[C@@:17]([CH3:20])([CH2:18][CH2:19]2)[C@@:16]2([CH3:21])[C@@H:7]([C@:8]3([CH3:34])[C@@H:13]([CH2:14][CH2:15]2)[C:12]([CH3:23])([CH3:22])[C:11]([C:24]2[CH:33]=[CH:32][C:27]([C:28]([O:30]C)=[O:29])=[CH:26][CH:25]=2)=[CH:10][CH2:9]3)[CH2:6][CH2:5]1.[Si]([O:48][CH2:49][CH:50]=O)(C(C)(C)C)(C)C.C(O[BH-](OC(=O)C)OC(=O)C)(=O)C.[Na+].